From a dataset of Forward reaction prediction with 1.9M reactions from USPTO patents (1976-2016). Predict the product of the given reaction. Given the reactants [Cl:1][C:2]1[CH:7]=[CH:6][CH:5]=[C:4]([Cl:8])[N:3]=1.C(NC(C)C)(C)C.[Li].[Cl:17][C:18]1[CH:25]=[CH:24][CH:23]=[CH:22][C:19]=1[CH:20]=[O:21], predict the reaction product. The product is: [Cl:17][C:18]1[CH:25]=[CH:24][CH:23]=[CH:22][C:19]=1[CH:20]([C:7]1[C:2]([Cl:1])=[N:3][C:4]([Cl:8])=[CH:5][CH:6]=1)[OH:21].